From a dataset of Full USPTO retrosynthesis dataset with 1.9M reactions from patents (1976-2016). Predict the reactants needed to synthesize the given product. (1) Given the product [Br:1][C:2]1[CH:9]=[CH:8][C:7]([C:10]([F:13])([F:12])[F:11])=[CH:6][C:3]=1[CH2:4][NH:16][CH2:14][CH3:15], predict the reactants needed to synthesize it. The reactants are: [Br:1][C:2]1[CH:9]=[CH:8][C:7]([C:10]([F:13])([F:12])[F:11])=[CH:6][C:3]=1[CH:4]=O.[CH2:14]([NH2:16])[CH3:15].C([BH3-])#N.[Na+].C(O)(=O)C. (2) Given the product [OH:41][CH2:40][CH2:39][NH:38][C:2]1[CH:11]=[C:10]2[C:5]([CH:6]=[C:7]([NH:12][C:13]([CH:15]3[CH2:17][CH2:16]3)=[O:14])[N:8]=[CH:9]2)=[CH:4][CH:3]=1, predict the reactants needed to synthesize it. The reactants are: Br[C:2]1[CH:11]=[C:10]2[C:5]([CH:6]=[C:7]([NH:12][C:13]([CH:15]3[CH2:17][CH2:16]3)=[O:14])[N:8]=[CH:9]2)=[CH:4][CH:3]=1.N1C2C(=CC=C3C=2N=CC=C3)C=CC=1.C(=O)([O-])[O-].[Cs+].[Cs+].[NH2:38][CH2:39][CH2:40][OH:41].